Predict the reaction yield, written as a fraction of the theoretical maximum amount of product (1.0 means a 100% yield; for example, 0.34 means a 34% yield). From a dataset of Reaction yield outcomes from USPTO patents with 853,638 reactions. (1) The reactants are [CH2:1]([CH:4]1[O:8][C:7](=[O:9])[CH:6]=[C:5]1[N:10]([CH2:19][CH:20]=[CH2:21])[CH2:11][C:12]1[CH:13]=[N:14][C:15]([Cl:18])=[CH:16][CH:17]=1)C=C. The catalyst is ClCCl.Cl[Ru](=C1N(C2C(C)=CC(C)=CC=2C)CCN1C1C(C)=CC(C)=CC=1C)(Cl)(=CC1C=CC=CC=1)[P](C1CCCCC1)(C1CCCCC1)C1CCCCC1. The product is [Cl:18][C:15]1[N:14]=[CH:13][C:12]([CH2:11][N:10]2[CH2:19][CH:20]=[CH:21][CH2:1][CH:4]3[O:8][C:7](=[O:9])[CH:6]=[C:5]23)=[CH:17][CH:16]=1. The yield is 0.800. (2) The reactants are [CH3:1][O:2][C:3]1[CH:11]=[CH:10][C:6]([N:7]([CH3:9])[CH3:8])=[C:5]([N+:12]([O-])=O)[CH:4]=1.[C:15](OC(=O)C)(=[O:17])[CH3:16].[H][H]. The catalyst is C(Cl)(Cl)Cl.[Pd]. The product is [CH3:8][N:7]([CH3:9])[C:6]1[CH:10]=[CH:11][C:3]([O:2][CH3:1])=[CH:4][C:5]=1[NH:12][C:15](=[O:17])[CH3:16]. The yield is 0.600.